From a dataset of CYP3A4 substrate classification data from Carbon-Mangels et al.. Regression/Classification. Given a drug SMILES string, predict its absorption, distribution, metabolism, or excretion properties. Task type varies by dataset: regression for continuous measurements (e.g., permeability, clearance, half-life) or binary classification for categorical outcomes (e.g., BBB penetration, CYP inhibition). Dataset: cyp3a4_substrate_carbonmangels. (1) The compound is COC(=O)C1=C(C)NC(C)=C(C(=O)OCCN2CCN(C(c3ccccc3)c3ccccc3)CC2)[C@H]1c1cccc([N+](=O)[O-])c1. The result is 1 (substrate). (2) The compound is CCN(CC)C(=O)N[C@H]1C[C@@H]2c3cccc4[nH]cc(c34)C[C@H]2N(C)C1. The result is 1 (substrate). (3) The molecule is C[C@@H](O)CCCCn1c(=O)c2c(ncn2C)n(C)c1=O. The result is 1 (substrate). (4) The drug is CCn1cc(C(=O)O)c(=O)c2cnc(N3CCNCC3)nc21. The result is 0 (non-substrate).